Dataset: Catalyst prediction with 721,799 reactions and 888 catalyst types from USPTO. Task: Predict which catalyst facilitates the given reaction. (1) Reactant: [H-].[Na+].[CH3:3][O:4][CH2:5][O:6][C:7]1[CH:8]=[C:9]([CH:19]=[C:20]([O:22][CH2:23][O:24][CH3:25])[CH:21]=1)[CH2:10][O:11][Si:12]([C:15]([CH3:18])([CH3:17])[CH3:16])([CH3:14])[CH3:13].CN([CH2:29][CH2:30]N(C)C)C.[Li][CH2:35][CH2:36][CH2:37][CH3:38].[Br-].[CH2:40]1[CH2:44]OC[CH2:41]1. Product: [CH3:3][O:4][CH2:5][O:6][C:7]1[CH:8]=[C:9]([CH:19]=[C:20]([O:22][CH2:23][O:24][CH3:25])[C:21]=1[CH2:44]/[CH:40]=[CH:41]/[C:30]1[CH:29]=[CH:38][CH:37]=[CH:36][CH:35]=1)[CH2:10][O:11][Si:12]([C:15]([CH3:18])([CH3:17])[CH3:16])([CH3:14])[CH3:13]. The catalyst class is: 205. (2) Reactant: [CH3:1][CH:2]([C@@:4]12[C@@H:19](O)[C@:18]34[O:21][C@H:17]3[CH2:16][C@@H:15]3[C@:10]([CH3:26])([CH2:11][CH2:12][C:13]5[C:24](=[O:25])[O:23][CH2:22][C:14]=53)[C@:8]34[O:9][C@H:7]3[C@@H:5]1[O:6]2)[CH3:3].C(N(S(F)(F)[F:33])CC)C.C([O-])(O)=O.[Na+]. Product: [CH3:1][CH:2]([C@@:4]12[C@H:19]([F:33])[C@:18]34[O:21][C@H:17]3[CH2:16][C@@H:15]3[C@:10]([CH3:26])([CH2:11][CH2:12][C:13]5[C:24](=[O:25])[O:23][CH2:22][C:14]=53)[C@:8]34[O:9][C@H:7]3[C@@H:5]1[O:6]2)[CH3:3]. The catalyst class is: 4. (3) Reactant: Cl[CH2:2][C:3]([NH:5][C:6]1[CH:11]=[CH:10][CH:9]=[CH:8][C:7]=1[CH2:12][OH:13])=[O:4].[OH-].[Na+]. Product: [NH:5]1[C:6]2[CH:11]=[CH:10][CH:9]=[CH:8][C:7]=2[CH2:12][O:13][CH2:2][C:3]1=[O:4]. The catalyst class is: 32. (4) Reactant: C(O)C.[NH2:4][C:5]1[C:6]2[C:7]3[C:8](=[N:20][N:21]([CH2:23][C:24]4[C:29]([Cl:30])=[C:28]([O:31][CH3:32])[C:27]([CH3:33])=[CH:26][N:25]=4)[N:22]=2)[CH:9]=[C:10]([CH2:15][C:16]([NH:18][CH3:19])=[O:17])[C:11]=3[CH2:12][S:13][N:14]=1.[ClH:34]. Product: [ClH:30].[ClH:34].[NH2:4][C:5]1[C:6]2[C:7]3[C:8](=[N:20][N:21]([CH2:23][C:24]4[C:29]([Cl:30])=[C:28]([O:31][CH3:32])[C:27]([CH3:33])=[CH:26][N:25]=4)[N:22]=2)[CH:9]=[C:10]([CH2:15][C:16]([NH:18][CH3:19])=[O:17])[C:11]=3[CH2:12][S:13][N:14]=1. The catalyst class is: 6. (5) Reactant: [CH2:1]([O:8][C:9]([N:11]1[CH2:18][CH:17]2[O:19][CH:13]([CH2:14][NH:15][CH2:16]2)[CH2:12]1)=[O:10])[C:2]1[CH:7]=[CH:6][CH:5]=[CH:4][CH:3]=1.C(N(CC)CC)C.[C:27](O[C:27]([O:29][C:30]([CH3:33])([CH3:32])[CH3:31])=[O:28])([O:29][C:30]([CH3:33])([CH3:32])[CH3:31])=[O:28]. Product: [CH2:1]([O:8][C:9]([N:11]1[CH2:12][CH:13]2[O:19][CH:17]([CH2:16][N:15]([C:27]([O:29][C:30]([CH3:33])([CH3:32])[CH3:31])=[O:28])[CH2:14]2)[CH2:18]1)=[O:10])[C:2]1[CH:3]=[CH:4][CH:5]=[CH:6][CH:7]=1. The catalyst class is: 4. (6) Reactant: [F:1][C:2]1[CH:3]=[C:4]([C:20]2[CH:25]=[CH:24][C:23]([C:26]([C@@H:28]3[CH2:32][CH2:31][CH2:30][C@H:29]3[C:33]([O:35]CCCC)=[O:34])=[O:27])=[CH:22][CH:21]=2)[CH:5]=[CH:6][C:7]=1[NH:8][C:9]1[S:10][C:11]2[CH:17]=[C:16]([O:18][CH3:19])[CH:15]=[CH:14][C:12]=2[N:13]=1.[OH-].[Na+]. Product: [F:1][C:2]1[CH:3]=[C:4]([C:20]2[CH:25]=[CH:24][C:23]([C:26]([C@@H:28]3[CH2:32][CH2:31][CH2:30][C@H:29]3[C:33]([OH:35])=[O:34])=[O:27])=[CH:22][CH:21]=2)[CH:5]=[CH:6][C:7]=1[NH:8][C:9]1[S:10][C:11]2[CH:17]=[C:16]([O:18][CH3:19])[CH:15]=[CH:14][C:12]=2[N:13]=1. The catalyst class is: 5. (7) Reactant: Br[C:2]1[S:3][C:4](Br)=[CH:5][C:6]=1[CH2:7][C:8]([O:10][CH2:11][CH3:12])=[O:9].C([Sn](CCCC)(CCCC)[C:19]1[S:20][CH:21]=[CH:22][CH:23]=1)CCC.CN(C=O)C. Product: [S:3]1[CH:4]=[CH:5][CH:6]=[C:2]1[C:2]1[S:3][C:4]([C:21]2[S:20][CH:19]=[CH:23][CH:22]=2)=[CH:5][C:6]=1[CH2:7][C:8]([O:10][CH2:11][CH3:12])=[O:9]. The catalyst class is: 189. (8) Product: [CH3:18][O:17][C:14]1[CH:13]=[CH:12][C:11]([CH2:10][C:7]2[O:8][CH:9]=[C:5]([C:3]([OH:4])=[O:2])[N:6]=2)=[CH:16][CH:15]=1. Reactant: C[O:2][C:3]([C:5]1[N:6]=[C:7]([CH2:10][C:11]2[CH:16]=[CH:15][C:14]([O:17][CH3:18])=[CH:13][CH:12]=2)[O:8][CH:9]=1)=[O:4].CO.[OH-].[Na+].Cl. The catalyst class is: 6. (9) Reactant: [CH2:1]([O:8][C:9](=[O:26])[NH:10][CH2:11][C@H:12]([NH:18][C:19]([O:21][C:22]([CH3:25])([CH3:24])[CH3:23])=[O:20])[C@@H:13]([OH:17])[C:14]#[C:15][CH3:16])[C:2]1[CH:7]=[CH:6][CH:5]=[CH:4][CH:3]=1.[CH3:27][C:28]1[CH:35]=[C:34]([CH3:36])[CH:33]=[CH:32][C:29]=1[CH:30]=O.C([BH3-])#N.[Na+].C(N(CC)CC)C.C(OC(OC(OCC1C=CC=CC=1)=O)=O)C1C=CC=CC=1. Product: [C:22]([O:21][C:19](=[O:20])[NH:18][C@@H:12]([CH2:11][N:10]([C:9]([O:8][CH2:1][C:2]1[CH:3]=[CH:4][CH:5]=[CH:6][CH:7]=1)=[O:26])[CH2:30][C:29]1[CH:32]=[CH:33][C:34]([CH3:36])=[CH:35][C:28]=1[CH3:27])[C@@H:13]([OH:17])[CH2:14][CH2:15][CH3:16])([CH3:25])([CH3:24])[CH3:23]. The catalyst class is: 19.